From a dataset of Catalyst prediction with 721,799 reactions and 888 catalyst types from USPTO. Predict which catalyst facilitates the given reaction. (1) Reactant: [CH2:1]([O:3][C:4]1[CH:9]=[CH:8][C:7]([C:10]2[CH:11]=[C:12]3[C:16](=[CH:17][CH:18]=2)[C:15](=[O:19])[O:14][CH2:13]3)=[C:6]([OH:20])[C:5]=1[O:21][CH3:22])[CH3:2].C(=O)([O-])[O-].[K+].[K+].[CH2:29](Br)[CH2:30][CH3:31]. Product: [CH2:1]([O:3][C:4]1[CH:9]=[CH:8][C:7]([C:10]2[CH:11]=[C:12]3[C:16](=[CH:17][CH:18]=2)[C:15](=[O:19])[O:14][CH2:13]3)=[C:6]([O:20][CH2:29][CH2:30][CH3:31])[C:5]=1[O:21][CH3:22])[CH3:2]. The catalyst class is: 10. (2) Reactant: [Cl:1][C:2]1[CH:7]=[CH:6][CH:5]=[CH:4][C:3]=1[N:8]1[C:12]([C:13]([OH:15])=O)=[CH:11][C:10]([C:16]([F:19])([F:18])[F:17])=[N:9]1.[C:20](Cl)(=O)C(Cl)=O.[CH3:26][C:27]1[CH:33]=[CH:32][CH:31]=[C:30]([N+:34]([O-])=O)[C:28]=1[NH2:29].C(N(CC)C(C)C)(C)C.[O:46]1[CH2:50][CH2:49][CH2:48]C1. Product: [Cl:1][C:2]1[CH:7]=[CH:6][CH:5]=[CH:4][C:3]=1[N:8]1[C:12]([C:13]([NH:34][C:30]2[CH:31]=[CH:32][CH:33]=[C:27]([CH3:26])[C:28]=2[NH:29][C:50](=[O:46])[CH:49]([CH3:20])[CH3:48])=[O:15])=[CH:11][C:10]([C:16]([F:19])([F:18])[F:17])=[N:9]1. The catalyst class is: 120. (3) Reactant: [H-].[Na+].[CH2:3]([O:5][C:6]([C:8]1[N:12]=[CH:11][NH:10][N:9]=1)=[O:7])[CH3:4].[CH3:13][O:14][C:15](=[O:30])[C:16]1[CH:21]=[C:20](F)[C:19]([C:23]([F:26])([F:25])[F:24])=[CH:18][C:17]=1[N+:27]([O-:29])=[O:28].O. Product: [CH2:3]([O:5][C:6]([C:8]1[N:12]=[CH:11][N:10]([C:20]2[CH:21]=[C:16]([C:15]([O:14][CH3:13])=[O:30])[C:17]([N+:27]([O-:29])=[O:28])=[CH:18][C:19]=2[C:23]([F:24])([F:26])[F:25])[N:9]=1)=[O:7])[CH3:4]. The catalyst class is: 60. (4) The catalyst class is: 401. Product: [CH3:24][N:23]([CH3:28])[C:4](=[O:7])[CH2:5][C:19]1[CH:20]=[CH:21][CH:22]=[C:13]([C:14]2[CH:32]=[CH:31][CH:30]=[C:16]3[C:15]=2[CH2:2][C:1](=[O:3])[NH:11]3)[CH:12]=1. Reactant: [CH2:1]([OH:3])[CH3:2].[C:4]([OH:7])(=O)[CH3:5].[Br-].[Br-].[Br-].[NH+:11]1[CH:16]=[CH:15][CH:14]=[CH:13][CH:12]=1.[NH+]1[CH:22]=[CH:21][CH:20]=[CH:19]C=1.[NH+:23]1[CH:28]=CC=C[CH:24]=1.O.[CH3:30][C:31](O)(C)[CH3:32].